Dataset: Forward reaction prediction with 1.9M reactions from USPTO patents (1976-2016). Task: Predict the product of the given reaction. (1) The product is: [NH2:1][C:2]1[C:3]([C:8]2[CH:26]=[CH:25][C:11]([C:12]([NH:14][C@@H:15]([C:18]3[CH:23]=[CH:22][CH:21]=[C:20]([Cl:24])[CH:19]=3)[CH2:16][OH:17])=[O:13])=[C:10]([F:27])[CH:9]=2)=[N:4][C:5]([Br:35])=[CH:6][N:7]=1. Given the reactants [NH2:1][C:2]1[C:3]([C:8]2[CH:26]=[CH:25][C:11]([C:12]([NH:14][C@@H:15]([C:18]3[CH:23]=[CH:22][CH:21]=[C:20]([Cl:24])[CH:19]=3)[CH2:16][OH:17])=[O:13])=[C:10]([F:27])[CH:9]=2)=[N:4][CH:5]=[CH:6][N:7]=1.C1C(=O)N([Br:35])C(=O)C1, predict the reaction product. (2) Given the reactants [Cl:1][C:2]1[CH:7]=[CH:6][C:5]([OH:8])=[CH:4][N:3]=1.[CH3:9][N:10]([C:12]1[CH:13]=[C:14](B(O)O)[CH:15]=[CH:16][CH:17]=1)[CH3:11].C(N(CC)CC)C, predict the reaction product. The product is: [Cl:1][C:2]1[N:3]=[CH:4][C:5]([O:8][C:16]2[CH:17]=[C:12]([N:10]([CH3:11])[CH3:9])[CH:13]=[CH:14][CH:15]=2)=[CH:6][CH:7]=1.